Dataset: Forward reaction prediction with 1.9M reactions from USPTO patents (1976-2016). Task: Predict the product of the given reaction. (1) Given the reactants C(O[C:4](=O)[CH2:5][C:6]1[CH:11]=[CH:10][C:9]([O:12][CH:13]([F:15])[F:14])=[C:8]([O:16][CH3:17])[CH:7]=1)C.[NH2:19][C:20]1[N:24]([CH2:25][CH:26]([OH:28])[CH3:27])[C:23]([C:29]2[CH:34]=[CH:33][CH:32]=[CH:31][CH:30]=2)=[N:22][C:21]=1[C:35]([NH2:37])=[O:36].[Na], predict the reaction product. The product is: [F:15][CH:13]([F:14])[O:12][C:9]1[CH:10]=[CH:11][C:6]([CH2:5][C:4]2[NH:37][C:35](=[O:36])[C:21]3[N:22]=[C:23]([C:29]4[CH:34]=[CH:33][CH:32]=[CH:31][CH:30]=4)[N:24]([CH2:25][CH:26]([OH:28])[CH3:27])[C:20]=3[N:19]=2)=[CH:7][C:8]=1[O:16][CH3:17]. (2) Given the reactants C([NH:8][CH2:9][C:10]([OH:12])=[O:11])(OC(C)(C)C)=O.[CH2:13]([OH:20])[C:14]([NH2:19])([CH2:17][OH:18])[CH2:15][OH:16].[OH:21][C:22]([CH:24]([C:26]1[CH:39]=[CH:38][CH:37]=[C:28]([C:29]([C:31]2[CH:36]=[CH:35][CH:34]=[CH:33][CH:32]=2)=[O:30])[CH:27]=1)[CH3:25])=[O:23].[ClH:40].C(OCC)(=O)C.C(OCC)C, predict the reaction product. The product is: [NH2:8][CH2:9][C:10]([OH:12])=[O:11].[CH2:13]([OH:20])[C:14]([NH2:19])([CH2:17][OH:18])[CH2:15][OH:16].[ClH:40].[OH:23][C:22]([CH:24]([C:26]1[CH:39]=[CH:38][CH:37]=[C:28]([C:29]([C:31]2[CH:32]=[CH:33][CH:34]=[CH:35][CH:36]=2)=[O:30])[CH:27]=1)[CH3:25])=[O:21]. (3) Given the reactants [CH2:1]([O:3][C:4](=[O:21])[CH:5]=[C:6]([NH:11][C:12]1[CH:17]=[C:16]([O:18][CH3:19])[CH:15]=[CH:14][C:13]=1I)[C:7]([F:10])([F:9])[F:8])[CH3:2].C1C=CC(P(C2C=CC=CC=2)C2C=CC=CC=2)=CC=1.C([O-])(O)=O.[Na+].CCOC(C)=O.O, predict the reaction product. The product is: [CH2:1]([O:3][C:4]([C:5]1[C:13]2[C:12](=[CH:17][C:16]([O:18][CH3:19])=[CH:15][CH:14]=2)[NH:11][C:6]=1[C:7]([F:10])([F:9])[F:8])=[O:21])[CH3:2].